Dataset: Full USPTO retrosynthesis dataset with 1.9M reactions from patents (1976-2016). Task: Predict the reactants needed to synthesize the given product. (1) Given the product [CH3:1][O:2][C:3](=[O:14])[C:4]1[CH:9]=[C:8]([I:15])[C:7]([CH3:10])=[CH:6][C:5]=1[O:11][CH2:12][CH3:13], predict the reactants needed to synthesize it. The reactants are: [CH3:1][O:2][C:3](=[O:14])[C:4]1[CH:9]=[CH:8][C:7]([CH3:10])=[CH:6][C:5]=1[O:11][CH2:12][CH3:13].[I:15]I. (2) Given the product [N:33]1([C:29]2[CH:28]=[C:27]([C:25]3[CH2:24][C:23](=[O:38])[NH:22][C:9]4[CH:10]=[C:11]([C:14]5[CH:15]=[CH:16][C:17]([C:20]#[N:21])=[CH:18][CH:19]=5)[CH:12]=[CH:13][C:8]=4[N:7]=3)[CH:32]=[CH:31][CH:30]=2)[CH:37]=[CH:36][N:35]=[CH:34]1, predict the reactants needed to synthesize it. The reactants are: C(OC(=O)[NH:7][C:8]1[CH:13]=[CH:12][C:11]([C:14]2[CH:19]=[CH:18][C:17]([C:20]#[N:21])=[CH:16][CH:15]=2)=[CH:10][C:9]=1[NH:22][C:23](=[O:38])[CH2:24][C:25]([C:27]1[CH:32]=[CH:31][CH:30]=[C:29]([N:33]2[CH:37]=[CH:36][N:35]=[CH:34]2)[CH:28]=1)=O)(C)(C)C.C(O)(C(F)(F)F)=O. (3) Given the product [NH2:30][C:26]1([C:23]2[CH:24]=[CH:25][C:20]([C:12]3[O:11][C:9]4[N:10]=[C:5]([NH:4][CH2:3][CH2:2][NH2:1])[N:6]=[C:7]([O:38][CH3:39])[C:8]=4[C:13]=3[C:14]3[CH:15]=[CH:16][CH:17]=[CH:18][CH:19]=3)=[CH:21][CH:22]=2)[CH2:27][CH2:28][CH2:29]1, predict the reactants needed to synthesize it. The reactants are: [NH2:1][CH2:2][CH2:3][NH:4][C:5]1[N:6]=[C:7]([O:38][CH3:39])[C:8]2[C:13]([C:14]3[CH:19]=[CH:18][CH:17]=[CH:16][CH:15]=3)=[C:12]([C:20]3[CH:25]=[CH:24][C:23]([C:26]4([NH:30]C(=O)OC(C)(C)C)[CH2:29][CH2:28][CH2:27]4)=[CH:22][CH:21]=3)[O:11][C:9]=2[N:10]=1.C(O)(C(F)(F)F)=O. (4) Given the product [CH3:3][C:4]([C:11]#[C:12][S:13]([C:16]1[C:25]([CH3:26])=[CH:24][C:23]2[C:22]([CH3:28])([CH3:27])[CH2:21][CH2:20][C:19]([CH3:30])([CH3:29])[C:18]=2[CH:17]=1)(=[O:15])=[O:14])=[CH:5][C:6]([OH:8])=[O:7], predict the reactants needed to synthesize it. The reactants are: [OH-].[Na+].[CH3:3][C:4]([C:11]#[C:12][S:13]([C:16]1[C:25]([CH3:26])=[CH:24][C:23]2[C:22]([CH3:28])([CH3:27])[CH2:21][CH2:20][C:19]([CH3:30])([CH3:29])[C:18]=2[CH:17]=1)(=[O:15])=[O:14])=[CH:5][C:6]([O:8]CC)=[O:7].C(OCC)C.O.Cl.